This data is from Forward reaction prediction with 1.9M reactions from USPTO patents (1976-2016). The task is: Predict the product of the given reaction. Given the reactants [NH2:1][C:2](C(Cl)(Cl)Cl)=[C:3]([C:15]#[N:16])[C:4]([NH:6][C:7]1[CH:8]=[N:9][CH:10]=[CH:11][C:12]=1[O:13][CH3:14])=O.[OH2:21].[NH2:22][NH2:23], predict the reaction product. The product is: [NH2:1][C:2]1[C:3]([C:4]([NH:6][C:7]2[CH:8]=[N:9][CH:10]=[CH:11][C:12]=2[O:13][CH3:14])=[O:21])=[C:15]([NH2:16])[NH:23][N:22]=1.